This data is from Reaction yield outcomes from USPTO patents with 853,638 reactions. The task is: Predict the reaction yield, written as a fraction of the theoretical maximum amount of product (1.0 means a 100% yield; for example, 0.34 means a 34% yield). The product is [Br:1][C:2]1[CH:3]=[C:4]2[C:8](=[CH:9][CH:10]=1)[N:7]([CH:11]1[CH2:16][CH2:15][CH2:14][CH2:13][O:12]1)[N:6]=[C:5]2[C:17]([NH:32][C:27]1[CH:28]=[N:29][CH:30]=[CH:31][N:26]=1)=[O:19]. The reactants are [Br:1][C:2]1[CH:3]=[C:4]2[C:8](=[CH:9][CH:10]=1)[N:7]([CH:11]1[CH2:16][CH2:15][CH2:14][CH2:13][O:12]1)[N:6]=[C:5]2[C:17]([OH:19])=O.C(Cl)(=O)C(Cl)=O.[N:26]1[CH:31]=[CH:30][N:29]=[CH:28][C:27]=1[NH2:32].C([O-])(O)=O.[Na+]. The catalyst is C(Cl)Cl.O.CN(C=O)C. The yield is 0.905.